Dataset: Peptide-MHC class II binding affinity with 134,281 pairs from IEDB. Task: Regression. Given a peptide amino acid sequence and an MHC pseudo amino acid sequence, predict their binding affinity value. This is MHC class II binding data. The peptide sequence is PRFLEQVKHECHF. The MHC is DRB1_0301 with pseudo-sequence DRB1_0301. The binding affinity (normalized) is 0.108.